This data is from Forward reaction prediction with 1.9M reactions from USPTO patents (1976-2016). The task is: Predict the product of the given reaction. (1) Given the reactants [C:1]1([NH:7][C:8]2[CH:13]=[CH:12][CH:11]=[CH:10][CH:9]=2)[CH:6]=[CH:5][CH:4]=[CH:3][CH:2]=1.[H-].[Na+].Br[CH2:17][C:18]1[N:23]([CH2:24][CH2:25][C:26]2[CH:35]=[CH:34][C:29]([C:30]([O:32][CH3:33])=[O:31])=[CH:28][CH:27]=2)[C:22](=[O:36])[C:21]([Cl:37])=[CH:20][C:19]=1[Cl:38].[Cl-].[NH4+], predict the reaction product. The product is: [Cl:37][C:21]1[C:22](=[O:36])[N:23]([CH2:24][CH2:25][C:26]2[CH:35]=[CH:34][C:29]([C:30]([O:32][CH3:33])=[O:31])=[CH:28][CH:27]=2)[C:18]([CH2:17][N:7]([C:1]2[CH:2]=[CH:3][CH:4]=[CH:5][CH:6]=2)[C:8]2[CH:9]=[CH:10][CH:11]=[CH:12][CH:13]=2)=[C:19]([Cl:38])[CH:20]=1. (2) Given the reactants [Cl:1][C:2]1[CH:3]=[N:4][CH:5]=[CH:6][C:7]=1[CH2:8][CH:9]1[CH2:18][CH2:17][C:16]2[C:11](=[CH:12][C:13]([O:21][CH3:22])=[C:14]([O:19][CH3:20])[CH:15]=2)[C:10]1=[O:23].[CH2:24]([Br:31])[C:25]1[CH:30]=[CH:29][CH:28]=[CH:27][CH:26]=1, predict the reaction product. The product is: [Br-:31].[CH2:24]([N+:4]1[CH:5]=[CH:6][C:7]([CH2:8][CH:9]2[CH2:18][CH2:17][C:16]3[C:11](=[CH:12][C:13]([O:21][CH3:22])=[C:14]([O:19][CH3:20])[CH:15]=3)[C:10]2=[O:23])=[C:2]([Cl:1])[CH:3]=1)[C:25]1[CH:30]=[CH:29][CH:28]=[CH:27][CH:26]=1. (3) The product is: [O:23]([C:16]1[CH:17]=[CH:18][C:13]([O:1][CH:2]2[CH:7]3[CH2:8][CH2:9][N:4]([CH2:5][CH2:6]3)[CH2:3]2)=[N:14][CH:15]=1)[C:20]1[CH:3]=[CH:2][CH:7]=[CH:6][CH:5]=1. Given the reactants [OH:1][CH:2]1[CH:7]2[CH2:8][CH2:9][N:4]([CH2:5][CH2:6]2)[CH2:3]1.[H-].[Na+].Cl[C:13]1[CH:18]=[CH:17][C:16](Br)=[CH:15][N:14]=1.[C:20]([O-:23])([O-])=O.[Na+].[Na+], predict the reaction product. (4) Given the reactants [O-]CC.[Na+].CO[C:7]([C:9]1[CH2:10][O:11][CH2:12][C:13]=1[N:14]([CH2:23][C:24]1[CH:29]=[CH:28][C:27]([Br:30])=[CH:26][CH:25]=1)[C:15](=[O:22])[CH2:16][C:17]([O:19][CH2:20][CH3:21])=[O:18])=[O:8].CCOC(C)=O, predict the reaction product. The product is: [Br:30][C:27]1[CH:26]=[CH:25][C:24]([CH2:23][N:14]2[C:15](=[O:22])[C:16]([C:17]([O:19][CH2:20][CH3:21])=[O:18])=[C:7]([OH:8])[C:9]3[CH2:10][O:11][CH2:12][C:13]2=3)=[CH:29][CH:28]=1. (5) Given the reactants [Cl:1][C:2]1[CH:3]=[C:4]([N:22]([CH2:43][CH3:44])[C@H:23]2[CH2:28][CH2:27][C@H:26]([N:29]([CH2:31][C:32]3[CH:37]=[CH:36][CH:35]=[C:34]([O:38][CH2:39][CH2:40][O:41][CH3:42])[CH:33]=3)[CH3:30])[CH2:25][CH2:24]2)[C:5]([CH3:21])=[C:6]([CH:20]=1)[C:7]([NH:9][CH2:10][C:11]1[C:12]([O:18]C)=[N:13][N:14]([CH3:17])[C:15]=1[CH3:16])=[O:8].C(=O)(O)[O-].[Na+], predict the reaction product. The product is: [Cl:1][C:2]1[CH:3]=[C:4]([N:22]([CH2:43][CH3:44])[C@H:23]2[CH2:24][CH2:25][C@H:26]([N:29]([CH2:31][C:32]3[CH:37]=[CH:36][CH:35]=[C:34]([O:38][CH2:39][CH2:40][O:41][CH3:42])[CH:33]=3)[CH3:30])[CH2:27][CH2:28]2)[C:5]([CH3:21])=[C:6]([CH:20]=1)[C:7]([NH:9][CH2:10][C:11]1[C:12](=[O:18])[NH:13][N:14]([CH3:17])[C:15]=1[CH3:16])=[O:8]. (6) Given the reactants [C:1]([O:5][C:6]([NH:8][C@@H:9]([C@H:21]([CH3:29])[CH2:22][CH:23]([CH3:28])[CH2:24][CH2:25][CH:26]=[CH2:27])[C:10]([N:12]1[CH2:16][C@H:15]([OH:17])[CH2:14][C@H:13]1[C:18](O)=[O:19])=[O:11])=[O:7])([CH3:4])([CH3:3])[CH3:2].Cl.[NH2:31][C@:32]1([C:37]([NH:39][S:40]([C:43]2([CH2:46][F:47])[CH2:45][CH2:44]2)(=[O:42])=[O:41])=[O:38])[CH2:34][C@H:33]1[CH:35]=[CH2:36].C(N(CC)CC)C.F[P-](F)(F)(F)(F)F.CN(C(N(C)C)=[N+]1C2C(=NC=CC=2)[N+]([O-])=N1)C, predict the reaction product. The product is: [C:1]([O:5][C:6](=[O:7])[NH:8][C@@H:9]([C@H:21]([CH3:29])[CH2:22][CH:23]([CH3:28])[CH2:24][CH2:25][CH:26]=[CH2:27])[C:10]([N:12]1[CH2:16][C@H:15]([OH:17])[CH2:14][C@H:13]1[C:18](=[O:19])[NH:31][C@:32]1([C:37](=[O:38])[NH:39][S:40]([C:43]2([CH2:46][F:47])[CH2:45][CH2:44]2)(=[O:42])=[O:41])[CH2:34][C@H:33]1[CH:35]=[CH2:36])=[O:11])([CH3:4])([CH3:3])[CH3:2]. (7) The product is: [N:1]1[CH:6]=[CH:5][CH:4]=[C:3]([N:7]2[CH:11]=[C:10]([C:12]3[S:14][C:16]4[CH2:21][CH2:20][CH2:19][C:18](=[O:22])[C:17]=4[N:13]=3)[CH:9]=[N:8]2)[CH:2]=1. Given the reactants [N:1]1[CH:6]=[CH:5][CH:4]=[C:3]([N:7]2[CH:11]=[C:10]([C:12](=[S:14])[NH2:13])[CH:9]=[N:8]2)[CH:2]=1.Br[C:16]1[CH2:21][CH2:20][CH2:19][C:18](=[O:22])[C:17]=1O.C([O-])(O)=O.[Na+], predict the reaction product. (8) The product is: [Cl:39][C:40]1[CH:41]=[C:42]([N:46]2[C:50]([CH2:51][NH:52][C:14](=[O:16])[CH:13]([C:4]3[CH:5]=[N:6][C:7]([NH:8][S:9]([CH3:12])(=[O:10])=[O:11])=[C:2]([F:1])[CH:3]=3)[CH3:17])=[CH:49][C:48]([C:53]([F:54])([F:55])[F:56])=[N:47]2)[CH:43]=[CH:44][CH:45]=1. Given the reactants [F:1][C:2]1[CH:3]=[C:4]([CH:13]([CH3:17])[C:14]([OH:16])=O)[CH:5]=[N:6][C:7]=1[NH:8][S:9]([CH3:12])(=[O:11])=[O:10].CN(C)CCCN=C=NCC.C1C=CC2N(O)N=NC=2C=1.[Cl:39][C:40]1[CH:41]=[C:42]([N:46]2[C:50]([CH2:51][NH2:52])=[CH:49][C:48]([C:53]([F:56])([F:55])[F:54])=[N:47]2)[CH:43]=[CH:44][CH:45]=1, predict the reaction product. (9) Given the reactants [CH2:1]([NH:3][C:4](=[O:20])[C:5]1[CH:10]=[C:9]([NH2:11])[CH:8]=[CH:7][C:6]=1[O:12][C:13]1[CH:14]=[C:15]([Cl:19])[CH:16]=[N:17][CH:18]=1)[CH3:2].[I:21][C:22]1[CH:27]=[CH:26][C:25]([S:28](Cl)(=[O:30])=[O:29])=[CH:24][CH:23]=1.N1C=CC=CC=1.C, predict the reaction product. The product is: [CH2:1]([NH:3][C:4](=[O:20])[C:5]1[CH:10]=[C:9]([NH:11][S:28]([C:25]2[CH:26]=[CH:27][C:22]([I:21])=[CH:23][CH:24]=2)(=[O:30])=[O:29])[CH:8]=[CH:7][C:6]=1[O:12][C:13]1[CH:14]=[C:15]([Cl:19])[CH:16]=[N:17][CH:18]=1)[CH3:2]. (10) Given the reactants CSC.B.[Br:5][C:6]1[CH:11]=[CH:10][C:9]([C@@H:12]([N:14]2[CH2:23][CH2:22][C:17]3([CH2:21][CH:20]=[CH:19][CH2:18]3)[O:16][C:15]2=[O:24])[CH3:13])=[CH:8][CH:7]=1.C([OH:28])(C)C, predict the reaction product. The product is: [Br:5][C:6]1[CH:11]=[CH:10][C:9]([C@@H:12]([N:14]2[CH2:23][CH2:22][C:17]3([CH2:21][CH:20]([OH:28])[CH2:19][CH2:18]3)[O:16][C:15]2=[O:24])[CH3:13])=[CH:8][CH:7]=1.